Regression/Classification. Given a drug SMILES string, predict its absorption, distribution, metabolism, or excretion properties. Task type varies by dataset: regression for continuous measurements (e.g., permeability, clearance, half-life) or binary classification for categorical outcomes (e.g., BBB penetration, CYP inhibition). For this dataset (solubility_aqsoldb), we predict Y. From a dataset of Aqueous solubility values for 9,982 compounds from the AqSolDB database. (1) The molecule is O=C(O)COc1cc(Cl)cc(Cl)c1Cl. The Y is -3.00 log mol/L. (2) The compound is O=C(O)CCS. The Y is 0.755 log mol/L.